Dataset: Forward reaction prediction with 1.9M reactions from USPTO patents (1976-2016). Task: Predict the product of the given reaction. (1) Given the reactants [F-].[K+].Br[CH:4]([CH2:9][C:10]1[CH:15]=[CH:14][CH:13]=[CH:12][CH:11]=1)[C:5]([O:7]C)=O.[NH2:16][C:17]1[CH:22]=[CH:21][C:20]([N+:23]([O-:25])=[O:24])=[CH:19][C:18]=1[OH:26], predict the reaction product. The product is: [CH2:9]([CH:4]1[C:5](=[O:7])[NH:16][C:17]2[CH:22]=[CH:21][C:20]([N+:23]([O-:25])=[O:24])=[CH:19][C:18]=2[O:26]1)[C:10]1[CH:15]=[CH:14][CH:13]=[CH:12][CH:11]=1. (2) Given the reactants [CH3:1][C:2]1[O:3][C:4]([C:7]([O:9][CH2:10][CH3:11])=[O:8])=[CH:5][N:6]=1.C1C(=O)N([Br:19])C(=O)C1, predict the reaction product. The product is: [Br:19][CH2:1][C:2]1[O:3][C:4]([C:7]([O:9][CH2:10][CH3:11])=[O:8])=[CH:5][N:6]=1. (3) Given the reactants [O:1]1[CH:5]=[CH:4][CH:3]=[C:2]1[C:6]1[C:11]([C:12]2[CH:17]=[CH:16][N:15]=[CH:14][CH:13]=2)=[CH:10][C:9]([N+:18]([O-])=O)=[C:8]([NH2:21])[N:7]=1, predict the reaction product. The product is: [O:1]1[CH:5]=[CH:4][CH:3]=[C:2]1[C:6]1[C:11]([C:12]2[CH:17]=[CH:16][N:15]=[CH:14][CH:13]=2)=[CH:10][C:9]([NH2:18])=[C:8]([NH2:21])[N:7]=1. (4) Given the reactants [Br:1][C:2]1[CH:10]=[C:9]2[C:5]([C:6](=O)[C:7](=[O:11])[NH:8]2)=[CH:4][CH:3]=1.C(O)(=O)[CH2:14][C:15]([OH:17])=[O:16].C([O-])(=O)C.[Na+], predict the reaction product. The product is: [Br:1][C:2]1[CH:10]=[C:9]2[C:5]([C:14]([C:15]([OH:17])=[O:16])=[CH:6][C:7](=[O:11])[NH:8]2)=[CH:4][CH:3]=1. (5) Given the reactants [F:1][C:2]1[CH:7]=[CH:6][CH:5]=[C:4]([F:8])[C:3]=1[C:9]1[N:14]=[C:13]([C:15]([NH:17][C:18]2[CH:19]=[N:20][CH:21]=[CH:22][C:23]=2[C@H:24]2[CH2:29][C@@H:28]([NH:30]C(=O)OC(C)(C)C)[C:27](=[O:38])[C@@H:26]([CH3:39])[CH2:25]2)=[O:16])[CH:12]=[CH:11][C:10]=1[F:40].C(O)(C(F)(F)F)=O.C(Cl)Cl, predict the reaction product. The product is: [NH2:30][C@H:28]1[C:27](=[O:38])[C@@H:26]([CH3:39])[CH2:25][C@@H:24]([C:23]2[CH:22]=[CH:21][N:20]=[CH:19][C:18]=2[NH:17][C:15](=[O:16])[C:13]2[CH:12]=[CH:11][C:10]([F:40])=[C:9]([C:3]3[C:4]([F:8])=[CH:5][CH:6]=[CH:7][C:2]=3[F:1])[N:14]=2)[CH2:29]1. (6) Given the reactants [Cl:1][C:2]1[CH:7]=[CH:6][CH:5]=[C:4]([F:8])[C:3]=1[C:9]1[N:13]=[C:12]([C:14]2[CH:18]=[C:17]([C:19]3[CH:24]=[CH:23][CH:22]=[C:21]([C:25]([F:28])([F:27])[F:26])[CH:20]=3)[S:16][CH:15]=2)[N:11]([CH3:29])[N:10]=1.[Cl:30]N1C(=O)CCC1=O.O, predict the reaction product. The product is: [Cl:1][C:2]1[CH:7]=[CH:6][CH:5]=[C:4]([F:8])[C:3]=1[C:9]1[N:13]=[C:12]([C:14]2[CH:18]=[C:17]([C:19]3[CH:24]=[CH:23][CH:22]=[C:21]([C:25]([F:28])([F:27])[F:26])[CH:20]=3)[S:16][C:15]=2[Cl:30])[N:11]([CH3:29])[N:10]=1. (7) The product is: [CH3:1][O:2][C:3]([C:5]1[S:6][C:7]([CH:14]=[O:15])=[CH:8][C:9]=1[C:10]([CH3:11])([CH3:12])[CH3:13])=[O:4]. Given the reactants [CH3:1][O:2][C:3]([C:5]1[S:6][C:7]([CH:14](OCC)[O:15]CC)=[CH:8][C:9]=1[C:10]([CH3:13])([CH3:12])[CH3:11])=[O:4].C(O)=O, predict the reaction product.